Task: Predict the reactants needed to synthesize the given product.. Dataset: Full USPTO retrosynthesis dataset with 1.9M reactions from patents (1976-2016) (1) Given the product [CH:1]([NH:4][C:5]([C:7]1[C:15]2[C:10](=[N:11][CH:12]=[C:13]([O:33][C:29]3[CH:30]=[CH:31][CH:32]=[C:27]([C:25]#[N:26])[CH:28]=3)[N:14]=2)[N:9]([CH2:17][O:18][CH2:19][CH2:20][Si:21]([CH3:24])([CH3:23])[CH3:22])[CH:8]=1)=[O:6])([CH3:3])[CH3:2], predict the reactants needed to synthesize it. The reactants are: [CH:1]([NH:4][C:5]([C:7]1[C:15]2[C:10](=[N:11][CH:12]=[C:13](Br)[N:14]=2)[N:9]([CH2:17][O:18][CH2:19][CH2:20][Si:21]([CH3:24])([CH3:23])[CH3:22])[CH:8]=1)=[O:6])([CH3:3])[CH3:2].[C:25]([C:27]1[CH:28]=[C:29]([OH:33])[CH:30]=[CH:31][CH:32]=1)#[N:26].[O-]P([O-])([O-])=O.[K+].[K+].[K+].C(P(C(C)(C)C)C1C=CC=CC=1C1C=CC=CC=1N(C)C)(C)(C)C. (2) The reactants are: [C@@H:1]12[CH2:7][NH:6][C@@H:5]1[CH2:4][N:3]([C:8]([O:10][CH2:11][C:12]1[CH:17]=[CH:16][CH:15]=[CH:14][CH:13]=1)=[O:9])[CH2:2]2.C([O-])([O-])=O.[Cs+].[Cs+].Br[C:25]1[CH:26]=[N:27][CH:28]=[C:29]([C:31]#[N:32])[CH:30]=1. Given the product [C:31]([C:29]1[CH:30]=[C:25]([N:6]2[CH2:7][C@@H:1]3[C@H:5]2[CH2:4][N:3]([C:8]([O:10][CH2:11][C:12]2[CH:17]=[CH:16][CH:15]=[CH:14][CH:13]=2)=[O:9])[CH2:2]3)[CH:26]=[N:27][CH:28]=1)#[N:32], predict the reactants needed to synthesize it.